From a dataset of Reaction yield outcomes from USPTO patents with 853,638 reactions. Predict the reaction yield, written as a fraction of the theoretical maximum amount of product (1.0 means a 100% yield; for example, 0.34 means a 34% yield). The reactants are [Cl:1][C:2]1[CH:9]=[CH:8][CH:7]=[C:6]([CH3:10])[C:3]=1[C:4]#[N:5].[Br:11]N1C(=O)CCC1=O.N(C(C)(C)C#N)=NC(C)(C)C#N. The catalyst is C(Cl)(Cl)(Cl)Cl.ClCCl. The product is [Br:11][CH2:10][C:6]1[CH:7]=[CH:8][CH:9]=[C:2]([Cl:1])[C:3]=1[C:4]#[N:5]. The yield is 0.460.